From a dataset of Catalyst prediction with 721,799 reactions and 888 catalyst types from USPTO. Predict which catalyst facilitates the given reaction. Reactant: [C:1](=[O:13])([O:11][CH3:12])[O:2][C:3]1[CH:8]=[CH:7][C:6]([O:9][CH3:10])=[CH:5][CH:4]=1.[CH3:14][O:15]C(Cl)Cl.Cl.CCOC(C)=O. Product: [C:1](=[O:13])([O:11][CH3:12])[O:2][C:3]1[CH:4]=[CH:5][C:6]([O:9][CH3:10])=[C:7]([CH:14]=[O:15])[CH:8]=1. The catalyst class is: 388.